This data is from Reaction yield outcomes from USPTO patents with 853,638 reactions. The task is: Predict the reaction yield, written as a fraction of the theoretical maximum amount of product (1.0 means a 100% yield; for example, 0.34 means a 34% yield). The reactants are [CH:1]1([CH2:4][O:5][C:6]2[CH:14]=[C:13]3[C:9]([CH:10]=[C:11]([CH2:15][OH:16])[NH:12]3)=[CH:8][CH:7]=2)[CH2:3][CH2:2]1. The catalyst is [O-2].[O-2].[Mn+4].ClCCl. The product is [CH:1]1([CH2:4][O:5][C:6]2[CH:14]=[C:13]3[C:9]([CH:10]=[C:11]([CH:15]=[O:16])[NH:12]3)=[CH:8][CH:7]=2)[CH2:2][CH2:3]1. The yield is 0.740.